From a dataset of Peptide-MHC class I binding affinity with 185,985 pairs from IEDB/IMGT. Regression. Given a peptide amino acid sequence and an MHC pseudo amino acid sequence, predict their binding affinity value. This is MHC class I binding data. The peptide sequence is VIKDATNLL. The MHC is H-2-Kb with pseudo-sequence H-2-Kb. The binding affinity (normalized) is 0.541.